From a dataset of Catalyst prediction with 721,799 reactions and 888 catalyst types from USPTO. Predict which catalyst facilitates the given reaction. Reactant: C(OC(=O)[NH:10][CH2:11][CH2:12][O:13][C:14]1[CH:19]=[CH:18][C:17]([C:20]2[S:21][CH:22]=[C:23]([C:25]3[CH:30]=[CH:29][CH:28]=[CH:27][CH:26]=3)[N:24]=2)=[CH:16][CH:15]=1)C1C=CC=CC=1.CS(O)(=O)=O.[OH-].[Na+]. Product: [C:25]1([C:23]2[N:24]=[C:20]([C:17]3[CH:16]=[CH:15][C:14]([O:13][CH2:12][CH2:11][NH2:10])=[CH:19][CH:18]=3)[S:21][CH:22]=2)[CH:26]=[CH:27][CH:28]=[CH:29][CH:30]=1. The catalyst class is: 2.